This data is from Reaction yield outcomes from USPTO patents with 853,638 reactions. The task is: Predict the reaction yield, written as a fraction of the theoretical maximum amount of product (1.0 means a 100% yield; for example, 0.34 means a 34% yield). The reactants are [Sn](Cl)Cl.[N+:4]([C:7]1[CH:12]=[CH:11][CH:10]=[C:9]([O:13][CH2:14][CH2:15][CH2:16][CH2:17][CH2:18][C:19]2[CH:24]=[CH:23][CH:22]=[CH:21][CH:20]=2)[CH:8]=1)([O-])=O.C(=O)(O)[O-].[Na+]. The catalyst is C(O)C. The product is [C:19]1([CH2:18][CH2:17][CH2:16][CH2:15][CH2:14][O:13][C:9]2[CH:8]=[C:7]([NH2:4])[CH:12]=[CH:11][CH:10]=2)[CH:24]=[CH:23][CH:22]=[CH:21][CH:20]=1. The yield is 0.820.